Dataset: Full USPTO retrosynthesis dataset with 1.9M reactions from patents (1976-2016). Task: Predict the reactants needed to synthesize the given product. Given the product [CH2:44]([N:21]([CH2:22][C:23]([F:25])([F:26])[F:24])[C:19](=[O:20])[C:18]1[CH:27]=[CH:28][CH:29]=[C:16]([N:13]2[CH2:12][CH2:11][N:10]([CH2:9][CH2:8][CH:7]([C:1]3[CH:2]=[CH:3][CH:4]=[CH:5][CH:6]=3)[C:30]3[CH:35]=[CH:34][CH:33]=[CH:32][CH:31]=3)[CH2:15][CH2:14]2)[CH:17]=1)[C:45]1[CH:50]=[CH:49][CH:48]=[CH:47][CH:46]=1, predict the reactants needed to synthesize it. The reactants are: [C:1]1([CH:7]([C:30]2[CH:35]=[CH:34][CH:33]=[CH:32][CH:31]=2)[CH2:8][CH2:9][N:10]2[CH2:15][CH2:14][N:13]([C:16]3[CH:17]=[C:18]([CH:27]=[CH:28][CH:29]=3)[C:19]([NH:21][CH2:22][C:23]([F:26])([F:25])[F:24])=[O:20])[CH2:12][CH2:11]2)[CH:6]=[CH:5][CH:4]=[CH:3][CH:2]=1.[OH-].[Na+].C(=O)([O-])[O-].[K+].[K+].[CH2:44](Br)[C:45]1[CH:50]=[CH:49][CH:48]=[CH:47][CH:46]=1.